This data is from Forward reaction prediction with 1.9M reactions from USPTO patents (1976-2016). The task is: Predict the product of the given reaction. (1) Given the reactants [CH2:1]([O:8][CH:9]1[CH2:14][CH2:13][C:12](=[O:15])[CH2:11][CH2:10]1)[C:2]1[CH:7]=[CH:6][CH:5]=[CH:4][CH:3]=1.CCN(C(C)C)C(C)C.[Si:25](OS(C(F)(F)F)(=O)=O)([C:28]([CH3:31])([CH3:30])[CH3:29])([CH3:27])[CH3:26].O, predict the reaction product. The product is: [CH2:1]([O:8][CH:9]1[CH2:14][CH2:13][C:12]([O:15][Si:25]([C:28]([CH3:31])([CH3:30])[CH3:29])([CH3:27])[CH3:26])=[CH:11][CH2:10]1)[C:2]1[CH:7]=[CH:6][CH:5]=[CH:4][CH:3]=1. (2) Given the reactants F[C:2](F)(F)[C:3](O)=O.C(O[C:16]([NH:18][CH2:19][C@H:20](SC[C@@](C)(C(O)=O)N)C)=O)C1C=CC=CC=1.[ClH:30].[CH3:31][C@@:32]([C:36]([OH:38])=[O:37])([CH2:34][SH:35])[NH2:33].[H-].[Na+].Cl.C[N:43]1CCCC1=O, predict the reaction product. The product is: [ClH:30].[ClH:30].[NH:43]=[C:19]([NH:18][CH2:16][C@H:2]([S:35][CH2:34][C@@:32]([CH3:31])([C:36]([OH:38])=[O:37])[NH2:33])[CH3:3])[CH3:20]. (3) Given the reactants Br[C:2]1[S:3][C:4]([Br:7])=[CH:5][N:6]=1.[Li]CC[CH2:11][CH3:12].[C:13](=[O:15])=[O:14].OS(O)(=O)=O, predict the reaction product. The product is: [Br:7][C:4]1[S:3][C:2]([C:13]([O:15][CH2:11][CH3:12])=[O:14])=[N:6][CH:5]=1. (4) Given the reactants [SH:1][C:2]1[N:3]([C:19]2[CH:24]=[CH:23][CH:22]=[CH:21][CH:20]=2)[C:4](=[O:18])[C:5]2[C:10]([C:11]3[CH:16]=[CH:15][CH:14]=[CH:13][CH:12]=3)=[C:9]([CH3:17])[S:8][C:6]=2[N:7]=1.[CH3:25][O:26][C:27](=[O:30])[CH:28]=[CH2:29].C(N(CC)CC)C, predict the reaction product. The product is: [CH3:25][O:26][C:27](=[O:30])[CH2:28][CH2:29][S:1][C:2]1[N:3]([C:19]2[CH:24]=[CH:23][CH:22]=[CH:21][CH:20]=2)[C:4](=[O:18])[C:5]2[C:10]([C:11]3[CH:12]=[CH:13][CH:14]=[CH:15][CH:16]=3)=[C:9]([CH3:17])[S:8][C:6]=2[N:7]=1.